Dataset: CYP2C9 inhibition data for predicting drug metabolism from PubChem BioAssay. Task: Regression/Classification. Given a drug SMILES string, predict its absorption, distribution, metabolism, or excretion properties. Task type varies by dataset: regression for continuous measurements (e.g., permeability, clearance, half-life) or binary classification for categorical outcomes (e.g., BBB penetration, CYP inhibition). Dataset: cyp2c9_veith. (1) The result is 0 (non-inhibitor). The molecule is COCCn1c(=O)c(-c2cn(C)c3ccccc23)nc2cnc(N3CCNCC3)nc21. (2) The drug is COc1ccc(C(=O)N2CCC[C@@]3(CCN(Cc4cc(C(F)(F)F)cc(C(F)(F)F)c4)C3)C2)cc1. The result is 0 (non-inhibitor). (3) The compound is CCCCN=c1sc(C(=O)OC)cc(=O)n1CCCC. The result is 0 (non-inhibitor). (4) The drug is c1cc(CNCCCN2CCOCC2)ccn1. The result is 0 (non-inhibitor). (5) The molecule is O=C(N/N=C/C=C/c1ccc([N+](=O)[O-])cc1)c1cccs1. The result is 0 (non-inhibitor).